Dataset: Full USPTO retrosynthesis dataset with 1.9M reactions from patents (1976-2016). Task: Predict the reactants needed to synthesize the given product. (1) Given the product [CH2:1]([O:5][CH2:6][CH2:7][O:8][C:9]1[CH:10]=[CH:11][C:12]([C:15]2[CH:16]=[CH:17][C:18]3[N:24]([CH2:44][CH2:45][CH3:46])[CH2:23][CH2:22][C:21]([C:25]([NH:27][C:28]4[CH:29]=[CH:30][C:31]([C@H:34]([OH:42])[C:35]5[CH:40]=[CH:39][CH:38]=[CH:37][N+:36]=5[O-:41])=[CH:32][CH:33]=4)=[O:26])=[CH:20][C:19]=3[CH:43]=2)=[CH:13][CH:14]=1)[CH2:2][CH2:3][CH3:4], predict the reactants needed to synthesize it. The reactants are: [CH2:1]([O:5][CH2:6][CH2:7][O:8][C:9]1[CH:14]=[CH:13][C:12]([C:15]2[CH:16]=[CH:17][C:18]3[NH:24][CH2:23][CH2:22][C:21]([C:25]([NH:27][C:28]4[CH:33]=[CH:32][C:31]([C@H:34]([OH:42])[C:35]5[CH:40]=[CH:39][CH:38]=[CH:37][N+:36]=5[O-:41])=[CH:30][CH:29]=4)=[O:26])=[CH:20][C:19]=3[CH:43]=2)=[CH:11][CH:10]=1)[CH2:2][CH2:3][CH3:4].[CH:44](=O)[CH2:45][CH3:46].C(O[BH-](OC(=O)C)OC(=O)C)(=O)C.[Na+].O. (2) Given the product [F:12][C:6]1[CH:5]=[C:4]([CH:13]2[CH2:18][CH:17]([C:19]([OH:21])=[O:20])[CH2:16][CH2:15][N:14]2[C:23]([O:25][CH3:26])=[O:24])[CH:3]=[C:2]([F:1])[C:7]=1[C:8]([F:9])([F:11])[F:10], predict the reactants needed to synthesize it. The reactants are: [F:1][C:2]1[CH:3]=[C:4]([CH:13]2[CH2:18][CH:17]([C:19]([O:21]C)=[O:20])[CH2:16][CH2:15][N:14]2[C:23]([O:25][CH3:26])=[O:24])[CH:5]=[C:6]([F:12])[C:7]=1[C:8]([F:11])([F:10])[F:9].[Br-].[Li+].C(N(CC)CC)C.CC(OC)(C)C.